Dataset: Reaction yield outcomes from USPTO patents with 853,638 reactions. Task: Predict the reaction yield, written as a fraction of the theoretical maximum amount of product (1.0 means a 100% yield; for example, 0.34 means a 34% yield). (1) The reactants are [CH2:1]([O:3][CH2:4][CH2:5][OH:6])[CH3:2].[C:7](#[N:10])[CH:8]=[CH2:9].Cl. The catalyst is CO. The product is [CH2:1]([O:3][CH2:4][CH2:5][O:6][CH2:9][CH2:8][C:7]#[N:10])[CH3:2]. The yield is 0.755. (2) The reactants are [CH3:1][C:2]([CH3:5])([O-:4])[CH3:3].[Li+].[CH2:7]([O:14][C:15](=[O:27])[NH:16][C:17]1[CH:26]=[CH:25][C:20]2[C:21]([CH3:24])=[N:22][O:23][C:19]=2[CH:18]=1)[C:8]1C=CC=CC=1.ClCC(O)[CH2:31][NH:32][C:33](=O)[O-:34]. The catalyst is CN(C=O)C. The product is [C:2]([O:4][C:33](=[O:34])[NH:32][CH2:31][C@@H:7]1[O:14][C:15](=[O:27])[N:16]([C:17]2[CH:26]=[CH:25][C:20]3[C:21]([CH3:24])=[N:22][O:23][C:19]=3[CH:18]=2)[CH2:8]1)([CH3:5])([CH3:3])[CH3:1]. The yield is 0.520. (3) The reactants are [NH2:1][CH2:2][C:3]1[CH:10]=[CH:9][C:6]([C:7]#[N:8])=[C:5]([Br:11])[CH:4]=1.C([O-])([O-])=O.[Na+].[Na+].[CH3:18][C:19]([O:22][C:23](O[C:23]([O:22][C:19]([CH3:21])([CH3:20])[CH3:18])=[O:24])=[O:24])([CH3:21])[CH3:20]. The catalyst is C(Cl)Cl. The product is [Br:11][C:5]1[CH:4]=[C:3]([CH2:2][NH:1][C:23](=[O:24])[O:22][C:19]([CH3:21])([CH3:20])[CH3:18])[CH:10]=[CH:9][C:6]=1[C:7]#[N:8]. The yield is 0.940.